Dataset: Peptide-MHC class I binding affinity with 185,985 pairs from IEDB/IMGT. Task: Regression. Given a peptide amino acid sequence and an MHC pseudo amino acid sequence, predict their binding affinity value. This is MHC class I binding data. (1) The peptide sequence is RPMREVRFL. The MHC is HLA-B35:01 with pseudo-sequence HLA-B35:01. The binding affinity (normalized) is 0.381. (2) The peptide sequence is IVMRYVLDH. The MHC is HLA-B40:01 with pseudo-sequence HLA-B40:01. The binding affinity (normalized) is 0.213. (3) The binding affinity (normalized) is 0.0847. The MHC is HLA-A02:06 with pseudo-sequence HLA-A02:06. The peptide sequence is RYSNFAWYF. (4) The peptide sequence is DTICIGYHA. The MHC is Mamu-B01 with pseudo-sequence Mamu-B01. The binding affinity (normalized) is 0.335.